Dataset: Catalyst prediction with 721,799 reactions and 888 catalyst types from USPTO. Task: Predict which catalyst facilitates the given reaction. (1) Reactant: Br[C:2]1[C:3]([C:16]2[CH:21]=[CH:20][CH:19]=[CH:18][CH:17]=2)=[N:4][C:5]2[C:10]([N:11]=1)=[CH:9][C:8]([C:12]([O:14][CH3:15])=[O:13])=[CH:7][CH:6]=2.Cl.Cl.[N:24]1([C:30]2[N:31]=[CH:32][C:33]3[C:38]([CH:39]=2)=[CH:37][CH:36]=[CH:35][CH:34]=3)[CH2:29][CH2:28][NH:27][CH2:26][CH2:25]1.CCN(C(C)C)C(C)C. Product: [C:16]1([C:3]2[C:2]([N:27]3[CH2:26][CH2:25][N:24]([C:30]4[CH:39]=[CH:38][C:33]5[C:32](=[CH:37][CH:36]=[CH:35][CH:34]=5)[N:31]=4)[CH2:29][CH2:28]3)=[N:11][C:10]3[C:5](=[CH:6][CH:7]=[C:8]([C:12]([O:14][CH3:15])=[O:13])[CH:9]=3)[N:4]=2)[CH:21]=[CH:20][CH:19]=[CH:18][CH:17]=1. The catalyst class is: 9. (2) Product: [I-:24].[CH:1]1([C:4]2[CH:5]=[C:6]([CH3:23])[C:7]([C:8]([O:10][CH3:11])=[O:9])=[CH:12][C:13]=2[C:14]2[NH:22][C:17]3[CH:18]=[N+:19]([CH3:25])[CH:20]=[CH:21][C:16]=3[N:15]=2)[CH2:3][CH2:2]1. The catalyst class is: 4. Reactant: [CH:1]1([C:4]2[C:13]([C:14]3[NH:22][C:17]4[CH:18]=[N:19][CH:20]=[CH:21][C:16]=4[N:15]=3)=[CH:12][C:7]([C:8]([O:10][CH3:11])=[O:9])=[C:6]([CH3:23])[CH:5]=2)[CH2:3][CH2:2]1.[I:24][CH3:25]. (3) Reactant: Cl[C:2]1[C:7]([N:8]2[C:12]([S:13]([C:16]3[CH:21]=[CH:20][CH:19]=[CH:18][CH:17]=3)(=[O:15])=[O:14])=[CH:11][C:10]([CH2:22][N:23]([CH3:31])[C:24](=[O:30])[O:25][C:26]([CH3:29])([CH3:28])[CH3:27])=[N:9]2)=[CH:6][CH:5]=[CH:4][N:3]=1.O.[CH3:33][N:34](C)C=O. Product: [C:33]([C:2]1[C:7]([N:8]2[C:12]([S:13]([C:16]3[CH:21]=[CH:20][CH:19]=[CH:18][CH:17]=3)(=[O:15])=[O:14])=[CH:11][C:10]([CH2:22][N:23]([CH3:31])[C:24](=[O:30])[O:25][C:26]([CH3:29])([CH3:28])[CH3:27])=[N:9]2)=[CH:6][CH:5]=[CH:4][N:3]=1)#[N:34]. The catalyst class is: 267.